This data is from M1 muscarinic receptor agonist screen with 61,833 compounds. The task is: Binary Classification. Given a drug SMILES string, predict its activity (active/inactive) in a high-throughput screening assay against a specified biological target. The molecule is OC1N(Cc2cc3OCOc3cc2)C(=O)c2c1cccc2. The result is 0 (inactive).